Dataset: Reaction yield outcomes from USPTO patents with 853,638 reactions. Task: Predict the reaction yield, written as a fraction of the theoretical maximum amount of product (1.0 means a 100% yield; for example, 0.34 means a 34% yield). (1) The reactants are C(NC(C)C)(C)C.[Li]CCCC.CCCCCC.[F:19][C:20]1[CH:25]=[CH:24][C:23]([C:26]2[S:27][CH:28]=[CH:29][N:30]=2)=[CH:22][CH:21]=1.[C:31]([C:34]1[CH:39]=[CH:38][N:37]=[CH:36][CH:35]=1)(=[O:33])[CH3:32]. The catalyst is C1COCC1. The product is [F:19][C:20]1[CH:21]=[CH:22][C:23]([C:26]2[S:27][C:28]([C:31]([C:34]3[CH:39]=[CH:38][N:37]=[CH:36][CH:35]=3)([OH:33])[CH3:32])=[CH:29][N:30]=2)=[CH:24][CH:25]=1. The yield is 0.570. (2) The reactants are [OH:1][C:2]1[CH:11]=[CH:10][C:5]2[C:6](=[O:9])[CH2:7][O:8][C:4]=2[C:3]=1[CH2:12][N:13]1[CH2:18][CH2:17][N:16]([CH3:19])[CH2:15][CH2:14]1.[NH:20]1[C:28]2[C:23](=[CH:24][CH:25]=[CH:26][N:27]=2)[C:22]([CH:29]=O)=[CH:21]1.N1CCCCC1. The yield is 0.730. The product is [NH:20]1[C:28]2=[N:27][CH:26]=[CH:25][CH:24]=[C:23]2[C:22](/[CH:29]=[C:7]2\[O:8][C:4]3[C:3]([CH2:12][N:13]4[CH2:14][CH2:15][N:16]([CH3:19])[CH2:17][CH2:18]4)=[C:2]([OH:1])[CH:11]=[CH:10][C:5]=3[C:6]\2=[O:9])=[CH:21]1. The catalyst is CO.